This data is from Full USPTO retrosynthesis dataset with 1.9M reactions from patents (1976-2016). The task is: Predict the reactants needed to synthesize the given product. (1) Given the product [Br:3][C:4]1[CH:5]=[C:6]([N:10]2[CH2:14][CH2:13][CH:12]([C:16](=[O:22])[C:17]([O:19][CH2:20][CH3:21])=[O:18])[C:11]2=[O:15])[CH:7]=[CH:8][CH:9]=1, predict the reactants needed to synthesize it. The reactants are: [H-].[Na+].[Br:3][C:4]1[CH:5]=[C:6]([N:10]2[CH2:14][CH2:13][CH2:12][C:11]2=[O:15])[CH:7]=[CH:8][CH:9]=1.[C:16](OCC)(=[O:22])[C:17]([O:19][CH2:20][CH3:21])=[O:18].C(O)(=O)C. (2) Given the product [C:41]([C:9]1[C:10]([CH2:29][CH:30]2[CH2:35][CH2:34][CH:33]([C:36]([O:38][CH2:39][CH3:40])=[O:37])[CH2:32][CH2:31]2)=[N:11][C:12]2[N:13]([N:14]=[CH:15][C:16]=2[C:17]2[CH:18]=[N:19][C:20]([C:23]3[CH:28]=[CH:27][CH:26]=[CH:25][CH:24]=3)=[CH:21][CH:22]=2)[C:8]=1[NH2:7])(=[O:43])[CH3:42], predict the reactants needed to synthesize it. The reactants are: C[Si](C)(C)CCOC[N:7](COCC[Si](C)(C)C)[C:8]1[N:13]2[N:14]=[CH:15][C:16]([C:17]3[CH:18]=[N:19][C:20]([C:23]4[CH:28]=[CH:27][CH:26]=[CH:25][CH:24]=4)=[CH:21][CH:22]=3)=[C:12]2[N:11]=[C:10]([CH2:29][CH:30]2[CH2:35][CH2:34][CH:33]([C:36]([O:38][CH2:39][CH3:40])=[O:37])[CH2:32][CH2:31]2)[C:9]=1[C:41]([O:43]CC)=[CH2:42].Cl. (3) Given the product [Cl:1][C:2]1[CH:3]=[CH:4][CH:5]=[C:6]2[C:11]=1[N:10]=[N:9][C:8]([C:12]1[CH:13]=[CH:14][CH:15]=[CH:16][CH:17]=1)=[C:7]2[C:18]1[CH:19]=[C:20]([NH:24][CH2:35][C:33]2[CH:32]=[CH:31][CH:30]=[C:29]3[C:34]=2[N:26]([CH3:25])[CH:27]=[CH:28]3)[CH:21]=[CH:22][CH:23]=1, predict the reactants needed to synthesize it. The reactants are: [Cl:1][C:2]1[CH:3]=[CH:4][CH:5]=[C:6]2[C:11]=1[N:10]=[N:9][C:8]([C:12]1[CH:17]=[CH:16][CH:15]=[CH:14][CH:13]=1)=[C:7]2[C:18]1[CH:19]=[C:20]([NH2:24])[CH:21]=[CH:22][CH:23]=1.[CH3:25][N:26]1[C:34]2[C:29](=[CH:30][CH:31]=[CH:32][C:33]=2[CH:35]=O)[CH:28]=[CH:27]1. (4) Given the product [N:23]1([C:27]([C:29]2[CH:30]=[C:31]([Cl:36])[C:32]([O:22][C:20]3[CH:19]=[C:9]([CH:8]=[C:7]([O:6][CH:3]([CH2:2][F:1])[CH2:4][F:5])[CH:21]=3)[C:10]([NH:12][C:13]3[CH:17]=[CH:16][N:15]([CH3:18])[N:14]=3)=[O:11])=[N:33][CH:34]=2)=[O:28])[CH2:26][CH2:25][CH2:24]1, predict the reactants needed to synthesize it. The reactants are: [F:1][CH2:2][CH:3]([O:6][C:7]1[CH:8]=[C:9]([CH:19]=[C:20]([OH:22])[CH:21]=1)[C:10]([NH:12][C:13]1[CH:17]=[CH:16][N:15]([CH3:18])[N:14]=1)=[O:11])[CH2:4][F:5].[N:23]1([C:27]([C:29]2[CH:30]=[C:31]([Cl:36])[C:32](Cl)=[N:33][CH:34]=2)=[O:28])[CH2:26][CH2:25][CH2:24]1.C(=O)([O-])[O-].[K+].[K+]. (5) Given the product [Cl:33][C:34]1[CH:40]=[CH:39][C:37]([N:38]([CH2:28][C:1]([NH:18][C@H:19]([C:20]([OH:22])=[O:21])[CH:23]([CH3:25])[CH3:24])=[O:2])[S:50]([C:47]2[CH:48]=[CH:49][C:44]([O:43][CH2:41][CH3:42])=[CH:45][CH:46]=2)(=[O:52])=[O:51])=[CH:36][CH:35]=1, predict the reactants needed to synthesize it. The reactants are: [C:1]([N:18](C)[CH:19]([CH:23]([CH3:25])[CH3:24])[C:20]([OH:22])=[O:21])(OCC1C2C(=CC=CC=2)C2C1=CC=CC=2)=[O:2].Br[CH2:28]C(OC)=O.[Cl:33][C:34]1[CH:40]=[CH:39][C:37]([NH2:38])=[CH:36][CH:35]=1.[CH2:41]([O:43][C:44]1[CH:49]=[CH:48][C:47]([S:50](Cl)(=[O:52])=[O:51])=[CH:46][CH:45]=1)[CH3:42]. (6) Given the product [CH2:1]([N:3]([CH2:4][CH2:5][NH:6][S:23]([C:18]1[CH:19]=[CH:20][CH:21]=[CH:22][C:17]=1[N+:14]([O-:16])=[O:15])(=[O:25])=[O:24])[C:27](=[O:28])[O:29][C:30]([CH3:33])([CH3:32])[CH3:31])[CH3:2], predict the reactants needed to synthesize it. The reactants are: [CH2:1]([NH:3][CH2:4][CH2:5][NH2:6])[CH3:2].C(N(CC)CC)C.[N+:14]([C:17]1[CH:22]=[CH:21][CH:20]=[CH:19][C:18]=1[S:23](Cl)(=[O:25])=[O:24])([O-:16])=[O:15].[C:27](O[C:27]([O:29][C:30]([CH3:33])([CH3:32])[CH3:31])=[O:28])([O:29][C:30]([CH3:33])([CH3:32])[CH3:31])=[O:28].